This data is from Catalyst prediction with 721,799 reactions and 888 catalyst types from USPTO. The task is: Predict which catalyst facilitates the given reaction. (1) Product: [Cl-:8].[CH2:1]([N+:3]([CH2:6][CH3:7])([CH2:4][CH3:5])[CH2:9][CH2:10][CH2:11][CH2:12][CH2:13][CH2:14][CH2:15][CH3:16])[CH3:2]. The catalyst class is: 10. Reactant: [CH2:1]([N:3]([CH2:6][CH3:7])[CH2:4][CH3:5])[CH3:2].[Cl:8][CH2:9][CH2:10][CH2:11][CH2:12][CH2:13][CH2:14][CH2:15][CH3:16]. (2) Reactant: CS(C)=O.[C:5](Cl)(C(Cl)=O)=O.C[C:12]1(C)[O:16][C@H:15]([CH2:17][OH:18])[C@H:14]([CH:19]=C)[O:13]1.CCN([CH2:27][CH3:28])CC.[Na+].[Cl-].Cl[Sn]Cl.[N+](=[CH:36][C:37]([O:39][CH2:40][CH3:41])=[O:38])=[N-]. Product: [CH3:5][C:27]([CH3:28])=[CH:19][C@@H:14]1[O:13][CH2:12][O:16][C@@H:15]1[C:17](=[O:18])[CH2:36][C:37]([O:39][CH2:40][CH3:41])=[O:38]. The catalyst class is: 2. (3) Reactant: [CH2:1]([N:5]1[C:13]2[N:12]=[CH:11][N:10]([CH2:14][CH:15]=[CH2:16])[C:9]=2[C:8](=[O:17])[N:7]([CH3:18])[C:6]1=[O:19])[CH2:2][CH2:3][CH3:4].[Li+].C[Si]([N-][Si](C)(C)C)(C)C.CN([CH:33]=[O:34])C. Product: [CH2:1]([N:5]1[C:13]2[N:12]=[C:11]([CH:33]=[O:34])[N:10]([CH2:14][CH:15]=[CH2:16])[C:9]=2[C:8](=[O:17])[N:7]([CH3:18])[C:6]1=[O:19])[CH2:2][CH2:3][CH3:4]. The catalyst class is: 1. (4) Reactant: [CH3:1][Si:2]([CH3:18])([CH3:17])[CH2:3][CH2:4][O:5][CH2:6][N:7]1[C:11]2[N:12]=[CH:13][N:14]=[C:15]([NH2:16])[C:10]=2[CH:9]=[CH:8]1.Cl[CH2:20][CH:21]=O. Product: [CH3:1][Si:2]([CH3:18])([CH3:17])[CH2:3][CH2:4][O:5][CH2:6][N:7]1[C:11]2[N:12]=[CH:13][N:14]3[CH:20]=[CH:21][N:16]=[C:15]3[C:10]=2[CH:9]=[CH:8]1. The catalyst class is: 14.